Dataset: Forward reaction prediction with 1.9M reactions from USPTO patents (1976-2016). Task: Predict the product of the given reaction. (1) Given the reactants C[O:2][C:3]([C:5]1[S:9][C:8]([CH3:10])=[N:7][C:6]=1[C:11]1[CH:16]=[CH:15][C:14]([CH3:17])=[CH:13][CH:12]=1)=[O:4].[OH-].[K+].O, predict the reaction product. The product is: [CH3:10][C:8]1[S:9][C:5]([C:3]([OH:4])=[O:2])=[C:6]([C:11]2[CH:12]=[CH:13][C:14]([CH3:17])=[CH:15][CH:16]=2)[N:7]=1. (2) Given the reactants C([NH:4][C:5]1[CH:14]=[CH:13][C:12]2[C:7](=[CH:8][CH:9]=[CH:10][C:11]=2[NH:15][CH2:16][C:17]([C:32]([F:35])([F:34])[F:33])([OH:31])[CH2:18][C:19]([C:22]2[CH:27]=[C:26]([F:28])[CH:25]=[CH:24][C:23]=2[O:29][CH3:30])([CH3:21])[CH3:20])[N:6]=1)(=O)C.[OH-].[Na+], predict the reaction product. The product is: [NH2:4][C:5]1[CH:14]=[CH:13][C:12]2[C:7](=[CH:8][CH:9]=[CH:10][C:11]=2[NH:15][CH2:16][C:17]([C:32]([F:35])([F:33])[F:34])([OH:31])[CH2:18][C:19]([C:22]2[CH:27]=[C:26]([F:28])[CH:25]=[CH:24][C:23]=2[O:29][CH3:30])([CH3:21])[CH3:20])[N:6]=1. (3) Given the reactants [NH:1]1[CH2:5][CH2:4][CH2:3][CH2:2]1.[CH2:6]=O.C[Si]([N:12]=[N+:13]=[N-:14])(C)C.[F:15][C:16]([F:26])([F:25])[C:17]1[CH:22]=[CH:21][C:20]([N+:23]#[C-:24])=[CH:19][CH:18]=1, predict the reaction product. The product is: [N:1]1([CH2:6][C:24]2[N:23]([C:20]3[CH:19]=[CH:18][C:17]([C:16]([F:25])([F:26])[F:15])=[CH:22][CH:21]=3)[N:14]=[N:13][N:12]=2)[CH2:5][CH2:4][CH2:3][CH2:2]1. (4) Given the reactants [H-].[Na+].[CH:3]([C:6]1[CH:11]=[CH:10][C:9]([CH:12]2[C:16]3[C:17]([CH3:24])=[C:18]([OH:23])[C:19]([CH3:22])=[C:20]([CH3:21])[C:15]=3[O:14][C:13]2([CH3:26])[CH3:25])=[CH:8][CH:7]=1)([CH3:5])[CH3:4].[CH2:27](Br)[C:28]1[CH:33]=[CH:32][CH:31]=[CH:30][CH:29]=1.O, predict the reaction product. The product is: [CH2:27]([O:23][C:18]1[C:19]([CH3:22])=[C:20]([CH3:21])[C:15]2[O:14][C:13]([CH3:26])([CH3:25])[CH:12]([C:9]3[CH:10]=[CH:11][C:6]([CH:3]([CH3:5])[CH3:4])=[CH:7][CH:8]=3)[C:16]=2[C:17]=1[CH3:24])[C:28]1[CH:33]=[CH:32][CH:31]=[CH:30][CH:29]=1. (5) Given the reactants [ClH:1].[CH:2]([C:4]1[CH:5]=[C:6]2[C:11](=[CH:12][CH:13]=1)[CH:10]=[C:9]([S:14]([CH2:17][CH2:18][C:19]([N:21]1[CH2:26][CH2:25][CH:24]([C:27]3[N:31]4[CH2:32][CH2:33][CH2:34][CH2:35][C:30]4=[N:29][CH:28]=3)[CH2:23][CH2:22]1)=[O:20])(=[O:16])=[O:15])[CH:8]=[CH:7]2)=[CH2:3], predict the reaction product. The product is: [ClH:1].[CH2:2]([C:4]1[CH:5]=[C:6]2[C:11](=[CH:12][CH:13]=1)[CH:10]=[C:9]([S:14]([CH2:17][CH2:18][C:19]([N:21]1[CH2:26][CH2:25][CH:24]([C:27]3[N:31]4[CH2:32][CH2:33][CH2:34][CH2:35][C:30]4=[N:29][CH:28]=3)[CH2:23][CH2:22]1)=[O:20])(=[O:15])=[O:16])[CH:8]=[CH:7]2)[CH3:3]. (6) Given the reactants [CH:1]1([CH2:7][O:8][C:9]2[C:10]3[N:11]([C:15]([C:19]([NH:21][C@H:22]([C:26]4[CH:31]=[CH:30][CH:29]=[CH:28][C:27]=4[F:32])[CH2:23][CH2:24][OH:25])=[O:20])=[C:16]([CH3:18])[N:17]=3)[CH:12]=[CH:13][CH:14]=2)[CH2:6][CH2:5][CH2:4][CH2:3][CH2:2]1.CC(OI1(OC(C)=O)(OC(C)=O)OC(=O)C2C1=CC=CC=2)=[O:35].C(=O)(O)[O-].[Na+].S([O-])([O-])(=O)=S.[Na+].[Na+], predict the reaction product. The product is: [CH:1]1([CH2:7][O:8][C:9]2[C:10]3[N:11]([C:15]([C:19]([NH:21][C@H:22]([C:26]4[CH:31]=[CH:30][CH:29]=[CH:28][C:27]=4[F:32])[CH2:23][C:24]([OH:35])=[O:25])=[O:20])=[C:16]([CH3:18])[N:17]=3)[CH:12]=[CH:13][CH:14]=2)[CH2:6][CH2:5][CH2:4][CH2:3][CH2:2]1. (7) The product is: [Br-:1].[CH:4]1([CH2:3][CH2:2][P+:15]([C:16]2[CH:17]=[CH:18][CH:19]=[CH:20][CH:21]=2)([C:22]2[CH:27]=[CH:26][CH:25]=[CH:24][CH:23]=2)[C:9]2[CH:10]=[CH:11][CH:12]=[CH:13][CH:14]=2)[CH2:8][CH2:7][CH2:6][CH2:5]1. Given the reactants [Br:1][CH2:2][CH2:3][CH:4]1[CH2:8][CH2:7][CH2:6][CH2:5]1.[C:9]1([P:15]([C:22]2[CH:27]=[CH:26][CH:25]=[CH:24][CH:23]=2)[C:16]2[CH:21]=[CH:20][CH:19]=[CH:18][CH:17]=2)[CH:14]=[CH:13][CH:12]=[CH:11][CH:10]=1, predict the reaction product.